Predict the reactants needed to synthesize the given product. From a dataset of Retrosynthesis with 50K atom-mapped reactions and 10 reaction types from USPTO. (1) The reactants are: N#Cc1cnc2c(oc3ccccc32)c1Cl.Nc1ccc(Oc2ccccc2)cc1. Given the product N#Cc1cnc2c(oc3ccccc32)c1Nc1ccc(Oc2ccccc2)cc1, predict the reactants needed to synthesize it. (2) Given the product NS(=O)(=O)c1cccc2c1CC(NCCCc1ccccc1)CC2, predict the reactants needed to synthesize it. The reactants are: NCCCc1ccccc1.NS(=O)(=O)c1cccc2c1CC(=O)CC2.